This data is from Forward reaction prediction with 1.9M reactions from USPTO patents (1976-2016). The task is: Predict the product of the given reaction. (1) Given the reactants [CH3:1][C:2]1[CH:7]=[CH:6][N:5]=[C:4]([C:8]2[CH:13]=[C:12]([CH3:14])[CH:11]=[CH:10][N:9]=2)[CH:3]=1.ClC1C=CC=C(C(OO)=[O:23])C=1, predict the reaction product. The product is: [CH3:1][C:2]1[CH:3]=[C:4]([C:8]2[CH:13]=[C:12]([CH3:14])[CH:11]=[CH:10][N:9]=2)[N+:5]([O-:23])=[CH:6][CH:7]=1. (2) The product is: [C:36]([O:40][C:41]([NH:43][C@@H:44]([C@H:48]([CH2:55][O:56][CH3:57])[CH2:49][CH2:50][CH2:51][CH2:52][CH:53]=[CH2:54])[C:45]([N:30]1[CH2:31][C@H:27]([OH:26])[CH2:28][C@H:29]1[C:32]([O:34][CH3:35])=[O:33])=[O:46])=[O:42])([CH3:39])([CH3:38])[CH3:37]. Given the reactants F[P-](F)(F)(F)(F)F.N1(OC(N(C)C)=[N+](C)C)C2N=CC=CC=2N=N1.Cl.[OH:26][C@H:27]1[CH2:31][NH:30][C@H:29]([C:32]([O:34][CH3:35])=[O:33])[CH2:28]1.[C:36]([O:40][C:41]([NH:43][CH:44]([C@H:48]([CH2:55][O:56][CH3:57])[CH2:49][CH2:50][CH2:51][CH2:52][CH:53]=[CH2:54])[C:45](O)=[O:46])=[O:42])([CH3:39])([CH3:38])[CH3:37].CCN(C(C)C)C(C)C, predict the reaction product. (3) Given the reactants Br[C:2]1[CH:13]=[CH:12][C:5]2[CH2:6][CH2:7][CH2:8][C:9](=[O:11])[CH2:10][C:4]=2[CH:3]=1.[OH:14][CH2:15][CH:16]1[O:20][C:19](=[O:21])[NH:18][CH2:17]1.N[C@@H]1CCCC[C@H]1N.C(=O)([O-])[O-].[K+].[K+], predict the reaction product. The product is: [OH:14][CH2:15][CH:16]1[O:20][C:19](=[O:21])[N:18]([C:2]2[CH:13]=[CH:12][C:5]3[CH2:6][CH2:7][CH2:8][C:9](=[O:11])[CH2:10][C:4]=3[CH:3]=2)[CH2:17]1. (4) Given the reactants O.[NH2:2][NH2:3].[Br:4][C:5]1[CH:6]=[CH:7][C:8]([C:11]([O:13]C)=O)=[N:9][CH:10]=1, predict the reaction product. The product is: [Br:4][C:5]1[CH:6]=[CH:7][C:8]([C:11]([NH:2][NH2:3])=[O:13])=[N:9][CH:10]=1. (5) Given the reactants [C:1]([C:3]1[CH:23]=[C:22]([F:24])[CH:21]=[CH:20][C:4]=1[O:5][C:6]1[CH:7]=[C:8]2[C:12](=[CH:13][CH:14]=1)[N:11]([CH2:15][C:16](OC)=[O:17])[N:10]=[CH:9]2)#[N:2].CO.[BH4-].[Na+], predict the reaction product. The product is: [F:24][C:22]1[CH:21]=[CH:20][C:4]([O:5][C:6]2[CH:7]=[C:8]3[C:12](=[CH:13][CH:14]=2)[N:11]([CH2:15][CH2:16][OH:17])[N:10]=[CH:9]3)=[C:3]([CH:23]=1)[C:1]#[N:2]. (6) Given the reactants [F:1][C:2]1[CH:7]=[CH:6][C:5]([F:8])=[CH:4][C:3]=1[S:9]([N:12]([C:16]1[CH:21]=[CH:20][CH:19]=[C:18]([C:22]2[C:26]([C:27]3[CH:32]=[CH:31][N:30]=[CH:29][CH:28]=3)=[CH:25][N:24]([CH2:33][CH2:34][O:35]C3CCCCO3)[N:23]=2)[C:17]=1[F:42])[CH2:13][O:14][CH3:15])(=[O:11])=[O:10].CO, predict the reaction product. The product is: [F:1][C:2]1[CH:7]=[CH:6][C:5]([F:8])=[CH:4][C:3]=1[S:9]([N:12]([C:16]1[CH:21]=[CH:20][CH:19]=[C:18]([C:22]2[C:26]([C:27]3[CH:32]=[CH:31][N:30]=[CH:29][CH:28]=3)=[CH:25][N:24]([CH2:33][CH2:34][OH:35])[N:23]=2)[C:17]=1[F:42])[CH2:13][O:14][CH3:15])(=[O:10])=[O:11]. (7) Given the reactants Br[C:2]1[CH:10]=[CH:9][C:8]2[C:4](=[C:5]([CH3:14])[N:6]([CH:11]3[CH2:13][CH2:12]3)[N:7]=2)[CH:3]=1.[CH2:15]([O:22][C:23]1[CH:28]=[CH:27][NH:26][C:25](=[O:29])[CH:24]=1)[C:16]1[CH:21]=[CH:20][CH:19]=[CH:18][CH:17]=1.C(=O)([O-])[O-].[K+].[K+].CNCCNC.N, predict the reaction product. The product is: [CH2:15]([O:22][C:23]1[CH:28]=[CH:27][N:26]([C:2]2[CH:10]=[CH:9][C:8]3[C:4](=[C:5]([CH3:14])[N:6]([CH:11]4[CH2:13][CH2:12]4)[N:7]=3)[CH:3]=2)[C:25](=[O:29])[CH:24]=1)[C:16]1[CH:17]=[CH:18][CH:19]=[CH:20][CH:21]=1. (8) Given the reactants [NH2:1][C:2]1[N:7]=[CH:6][N:5]=[C:4]2[N:8]([C@H:33]3[CH2:38][CH2:37][C@H:36]([N:39]4[CH2:44][CH2:43][N:42]([CH3:45])[CH2:41][CH2:40]4)[CH2:35][CH2:34]3)[N:9]=[C:10]([C:11]3[CH:16]=[CH:15][C:14]([NH:17][C:18](=[O:30])[C:19]4[CH:24]=[CH:23][C:22]([O:25][C:26]([F:29])([F:28])[F:27])=[CH:21][CH:20]=4)=[C:13]([O:31][CH3:32])[CH:12]=3)[C:3]=12.[C:46]([OH:53])(=[O:52])/[CH:47]=[CH:48]\[C:49]([OH:51])=[O:50], predict the reaction product. The product is: [C:46]([OH:53])(=[O:52])/[CH:47]=[CH:48]\[C:49]([OH:51])=[O:50].[C:46]([OH:53])(=[O:52])/[CH:47]=[CH:48]\[C:49]([OH:51])=[O:50].[NH2:1][C:2]1[N:7]=[CH:6][N:5]=[C:4]2[N:8]([C@H:33]3[CH2:34][CH2:35][C@H:36]([N:39]4[CH2:40][CH2:41][N:42]([CH3:45])[CH2:43][CH2:44]4)[CH2:37][CH2:38]3)[N:9]=[C:10]([C:11]3[CH:16]=[CH:15][C:14]([NH:17][C:18](=[O:30])[C:19]4[CH:24]=[CH:23][C:22]([O:25][C:26]([F:27])([F:29])[F:28])=[CH:21][CH:20]=4)=[C:13]([O:31][CH3:32])[CH:12]=3)[C:3]=12.